From a dataset of Reaction yield outcomes from USPTO patents with 853,638 reactions. Predict the reaction yield, written as a fraction of the theoretical maximum amount of product (1.0 means a 100% yield; for example, 0.34 means a 34% yield). (1) The reactants are Br[C:2]1[CH:3]=[C:4]([O:12][CH3:13])[C:5]([O:10][CH3:11])=[C:6]([CH:9]=1)[C:7]#[N:8].[O:14]1[CH:18]=[CH:17][CH:16]=[C:15]1B(O)O.O1CCOCC1.C([O-])([O-])=O.[Na+].[Na+]. The catalyst is C1C=CC([P]([Pd]([P](C2C=CC=CC=2)(C2C=CC=CC=2)C2C=CC=CC=2)([P](C2C=CC=CC=2)(C2C=CC=CC=2)C2C=CC=CC=2)[P](C2C=CC=CC=2)(C2C=CC=CC=2)C2C=CC=CC=2)(C2C=CC=CC=2)C2C=CC=CC=2)=CC=1.O. The product is [O:14]1[CH:18]=[CH:17][CH:16]=[C:15]1[C:2]1[CH:3]=[C:4]([O:12][CH3:13])[C:5]([O:10][CH3:11])=[C:6]([CH:9]=1)[C:7]#[N:8]. The yield is 0.940. (2) The reactants are [C:1]12([C:8]([O:10][CH2:11][C:12]3[CH:17]=[CH:16][CH:15]=[CH:14][CH:13]=3)=[O:9])[O:7][CH:6]1[CH2:5][CH2:4][O:3][CH2:2]2.[Mg+2].[I-:19].[I-]. The catalyst is CCOCC.CCOC(C)=O. The product is [OH:7][C:1]1([C:8]([O:10][CH2:11][C:12]2[CH:17]=[CH:16][CH:15]=[CH:14][CH:13]=2)=[O:9])[CH:6]([I:19])[CH2:5][CH2:4][O:3][CH2:2]1. The yield is 1.00. (3) The yield is 0.870. The product is [CH3:36][C:37]([CH3:40])([CH3:39])[CH2:38][O:34][C:31]1[CH:32]=[CH:33][C:28]([N:4]2[C:5](=[O:27])[C:6]([CH2:12][C:13]3[CH:18]=[CH:17][C:16]([C:19]4[C:20]([C:25]#[N:26])=[CH:21][CH:22]=[CH:23][CH:24]=4)=[CH:15][CH:14]=3)=[C:7]([CH2:9][CH2:10][CH3:11])[N:8]=[C:3]2[CH2:1][CH3:2])=[CH:29][CH:30]=1. The catalyst is CN(C)C(=O)C. The reactants are [CH2:1]([C:3]1[N:4]([C:28]2[CH:33]=[CH:32][C:31]([OH:34])=[CH:30][CH:29]=2)[C:5](=[O:27])[C:6]([CH2:12][C:13]2[CH:18]=[CH:17][C:16]([C:19]3[C:20]([C:25]#[N:26])=[CH:21][CH:22]=[CH:23][CH:24]=3)=[CH:15][CH:14]=2)=[C:7]([CH2:9][CH2:10][CH3:11])[N:8]=1)[CH3:2].I[CH2:36][C:37]([CH3:40])([CH3:39])[CH3:38].C(=O)([O-])[O-].[Cs+].[Cs+]. (4) The reactants are [F:1][C:2]1[CH:7]=[CH:6][CH:5]=[CH:4][C:3]=1[S:8]([NH:11][C:12]1[CH:21]=[CH:20][C:19]2[CH2:18][CH2:17][CH:16]=[C:15]([O:22][CH3:23])[C:14]=2[C:13]=1[C:24]([O:26][CH3:27])=[O:25])(=[O:10])=[O:9].[H][H]. The catalyst is C(OCC)(=O)C.[Pd]. The product is [F:1][C:2]1[CH:7]=[CH:6][CH:5]=[CH:4][C:3]=1[S:8]([NH:11][C:12]1[CH:21]=[CH:20][C:19]2[CH2:18][CH2:17][CH2:16][CH:15]([O:22][CH3:23])[C:14]=2[C:13]=1[C:24]([O:26][CH3:27])=[O:25])(=[O:10])=[O:9]. The yield is 1.00. (5) The reactants are [C:1]([O:5][C:6]([N:8]1[CH2:11][CH:10]([CH2:12][N:13]2[C:21]3[C:16](=[CH:17][CH:18]=[C:19]([F:22])[CH:20]=3)[C:15]([C:23]3[N:24]=[C:25]4[C:31]([C:32](O)=[O:33])=[CH:30][N:29]([CH2:35][O:36][CH2:37][CH2:38][Si:39]([CH3:42])([CH3:41])[CH3:40])[C:26]4=[N:27][CH:28]=3)=[N:14]2)[CH2:9]1)=[O:7])([CH3:4])([CH3:3])[CH3:2].[CH3:43][C:44]([NH2:47])([CH3:46])[CH3:45].CN(C(ON1N=NC2C=CC=NC1=2)=[N+](C)C)C.F[P-](F)(F)(F)(F)F.C(NC(C)C)(C)C. The catalyst is CN(C)C=O. The product is [C:44]([NH:47][C:32]([C:31]1[C:25]2[C:26](=[N:27][CH:28]=[C:23]([C:15]3[C:16]4[C:21](=[CH:20][C:19]([F:22])=[CH:18][CH:17]=4)[N:13]([CH2:12][CH:10]4[CH2:11][N:8]([C:6]([O:5][C:1]([CH3:3])([CH3:4])[CH3:2])=[O:7])[CH2:9]4)[N:14]=3)[N:24]=2)[N:29]([CH2:35][O:36][CH2:37][CH2:38][Si:39]([CH3:40])([CH3:41])[CH3:42])[CH:30]=1)=[O:33])([CH3:46])([CH3:45])[CH3:43]. The yield is 0.915. (6) The reactants are [C:1]([O-:4])(=[S:3])[CH3:2].[K+].CS(O[CH:11]1[CH2:20][CH2:19][C:14]2([O:18][CH2:17][CH2:16][O:15]2)[CH2:13][CH2:12]1)(=O)=O. The catalyst is CS(C)=O.[Cl-].[Na+].O. The product is [C:1](=[S:3])([O:4][CH:11]1[CH2:20][CH2:19][C:14]2([O:18][CH2:17][CH2:16][O:15]2)[CH2:13][CH2:12]1)[CH3:2]. The yield is 0.648. (7) The reactants are [CH:1]([O:4][C:5]1[CH:10]=[CH:9][C:8]([C:11]2[N:12]=[C:13]([CH:24]3[CH2:29][CH2:28][NH:27][CH2:26][CH2:25]3)[O:14][C:15]=2[C:16]2[CH:21]=[CH:20][C:19]([O:22][CH3:23])=[CH:18][CH:17]=2)=[CH:7][CH:6]=1)([CH3:3])[CH3:2].ClC(Cl)(O[C:34](=[O:40])OC(Cl)(Cl)Cl)Cl.C(N(CC)CC)C.Cl.[CH3:50][NH:51][OH:52].[Cl-].[NH4+]. The catalyst is ClCCl. The product is [CH:1]([O:4][C:5]1[CH:10]=[CH:9][C:8]([C:11]2[N:12]=[C:13]([CH:24]3[CH2:25][CH2:26][N:27]([C:34](=[O:40])[N:51]([OH:52])[CH3:50])[CH2:28][CH2:29]3)[O:14][C:15]=2[C:16]2[CH:21]=[CH:20][C:19]([O:22][CH3:23])=[CH:18][CH:17]=2)=[CH:7][CH:6]=1)([CH3:3])[CH3:2]. The yield is 0.450.